This data is from Forward reaction prediction with 1.9M reactions from USPTO patents (1976-2016). The task is: Predict the product of the given reaction. (1) The product is: [F:1][C:2]1[CH:3]=[C:4]([C:9]2([O:13][CH3:17])[CH2:12][O:11][CH2:10]2)[CH:5]=[C:6]([F:8])[CH:7]=1. Given the reactants [F:1][C:2]1[CH:3]=[C:4]([C:9]2([OH:13])[CH2:12][O:11][CH2:10]2)[CH:5]=[C:6]([F:8])[CH:7]=1.[H-].[Na+].I[CH3:17], predict the reaction product. (2) Given the reactants [F:1][C:2]1[CH:7]=[C:6]([CH3:8])[C:5]([CH:9]([C:11]2[O:12][CH:13]=[CH:14][CH:15]=2)O)=[C:4]([CH3:16])[CH:3]=1.CC(C)=[O:19].P(=O)(O)(O)O, predict the reaction product. The product is: [F:1][C:2]1[CH:7]=[C:6]([CH3:8])[C:5]([CH:9]2[C:13](=[O:12])[CH:14]=[CH:15][CH:11]2[OH:19])=[C:4]([CH3:16])[CH:3]=1. (3) Given the reactants [CH2:1]([C:3]1([CH2:7][OH:8])[CH2:6][O:5][CH2:4]1)[CH3:2].N1C=CC=CC=1.[C:15]1([CH3:25])[CH:20]=[CH:19][C:18]([S:21](Cl)(=[O:23])=[O:22])=[CH:17][CH:16]=1, predict the reaction product. The product is: [S:21]([O:8][CH2:7][C:3]1([CH2:1][CH3:2])[CH2:6][O:5][CH2:4]1)([C:18]1[CH:19]=[CH:20][C:15]([CH3:25])=[CH:16][CH:17]=1)(=[O:23])=[O:22].